Predict which catalyst facilitates the given reaction. From a dataset of Catalyst prediction with 721,799 reactions and 888 catalyst types from USPTO. (1) Reactant: [O:1]1[C:5]2[CH:6]=[CH:7][C:8]([O:10][C:11]3[CH:16]=[C:15]([CH3:17])[C:14]([C:18](=O)[CH2:19]Br)=[C:13]([CH3:22])[CH:12]=3)=[CH:9][C:4]=2[O:3][CH2:2]1.[NH2:23][C:24]([NH2:26])=[S:25]. Product: [O:1]1[C:5]2[CH:6]=[CH:7][C:8]([O:10][C:11]3[CH:16]=[C:15]([CH3:17])[C:14]([C:18]4[N:23]=[C:24]([NH2:26])[S:25][CH:19]=4)=[C:13]([CH3:22])[CH:12]=3)=[CH:9][C:4]=2[O:3][CH2:2]1. The catalyst class is: 14. (2) Reactant: [C:1]([N:4]([CH2:6][C:7]([OH:9])=[O:8])[CH3:5])(=O)C.[P:10]([OH:13])([OH:12])[OH:11].S(=O)(=O)(O)O.C=O. Product: [P:10]([CH2:1][N:4]([CH3:5])[CH2:6][C:7]([OH:9])=[O:8])([OH:13])([OH:12])=[O:11]. The catalyst class is: 6. (3) Reactant: [C:1]1([C:25]2[CH:30]=[CH:29][CH:28]=[CH:27][CH:26]=2)[CH:6]=[CH:5][C:4]([CH2:7][N:8]2[C:16](I)=[C:15]3[C:10]([N:11]([CH2:21][CH:22]([CH3:24])[CH3:23])[C:12](=[O:20])[N:13]([CH3:19])[C:14]3=[O:18])=[N:9]2)=[CH:3][CH:2]=1.[N:31]1[CH:36]=[CH:35][C:34]([NH2:37])=[CH:33][CH:32]=1.CC1(C)C2C(=C(P(C3C=CC=CC=3)C3C=CC=CC=3)C=CC=2)OC2C(P(C3C=CC=CC=3)C3C=CC=CC=3)=CC=CC1=2.C(O[K])(C)(C)C. Product: [C:1]1([C:25]2[CH:30]=[CH:29][CH:28]=[CH:27][CH:26]=2)[CH:6]=[CH:5][C:4]([CH2:7][N:8]2[C:16]([NH:37][C:34]3[CH:35]=[CH:36][N:31]=[CH:32][CH:33]=3)=[C:15]3[C:10]([N:11]([CH2:21][CH:22]([CH3:24])[CH3:23])[C:12](=[O:20])[N:13]([CH3:19])[C:14]3=[O:18])=[N:9]2)=[CH:3][CH:2]=1. The catalyst class is: 110.